Dataset: Reaction yield outcomes from USPTO patents with 853,638 reactions. Task: Predict the reaction yield, written as a fraction of the theoretical maximum amount of product (1.0 means a 100% yield; for example, 0.34 means a 34% yield). The reactants are [Cl:1][C:2]1[CH:3]=[C:4]([Br:9])[CH:5]=[CH:6][C:7]=1I.CCCCCC.C([Li])CCC.FC(F)(F)S(O[Si:27]([CH3:30])([CH3:29])[CH3:28])(=O)=O. The catalyst is C(OCC)C. The product is [Cl:1][C:2]1[CH:3]=[C:4]([Br:9])[CH:5]=[CH:6][C:7]=1[Si:27]([CH3:30])([CH3:29])[CH3:28]. The yield is 0.900.